From a dataset of Forward reaction prediction with 1.9M reactions from USPTO patents (1976-2016). Predict the product of the given reaction. (1) Given the reactants [F:1][C:2]([F:35])([CH2:23]OS(C1C=CC(C)=CC=1)(=O)=O)[CH2:3][N:4]1[C:12]2[C:7](=[CH:8][CH:9]=[C:10]([C:13]([O:15][CH2:16][CH3:17])=[O:14])[CH:11]=2)[CH:6]=[C:5]1[C:18]([O:20][CH2:21][CH3:22])=[O:19].[N-:36]=[N+:37]=[N-:38].[Na+].O, predict the reaction product. The product is: [N:36]([CH2:23][C:2]([F:35])([F:1])[CH2:3][N:4]1[C:12]2[C:7](=[CH:8][CH:9]=[C:10]([C:13]([O:15][CH2:16][CH3:17])=[O:14])[CH:11]=2)[CH:6]=[C:5]1[C:18]([O:20][CH2:21][CH3:22])=[O:19])=[N+:37]=[N-:38]. (2) The product is: [NH:12]([C:10](=[O:11])[CH:9]([C:19]1[CH:27]=[CH:26][C:22]([C:23]([NH:29][C:30]2[C:34]([NH:35][C:36](=[O:42])[O:37][CH2:38][CH2:41][CH2:49][CH3:50])=[CH:33][N:32]([C:43]3[CH:44]=[CH:45][CH:46]=[CH:47][CH:48]=3)[N:31]=2)=[O:25])=[CH:21][CH:20]=1)[C:8]([NH:1][C:2]1[CH:7]=[CH:6][CH:5]=[CH:4][CH:3]=1)=[O:28])[C:13]1[CH:18]=[CH:17][CH:16]=[CH:15][CH:14]=1. Given the reactants [NH:1]([C:8](=[O:28])[CH:9]([C:19]1[CH:27]=[CH:26][C:22]([C:23]([OH:25])=O)=[CH:21][CH:20]=1)[C:10]([NH:12][C:13]1[CH:18]=[CH:17][CH:16]=[CH:15][CH:14]=1)=[O:11])[C:2]1[CH:7]=[CH:6][CH:5]=[CH:4][CH:3]=1.[NH2:29][C:30]1[C:34]([NH:35][C:36](=[O:42])[O:37][C:38]([CH3:41])(C)C)=[CH:33][N:32]([C:43]2[CH:48]=[CH:47][CH:46]=[CH:45][CH:44]=2)[N:31]=1.[CH:49](N(CC)C(C)C)(C)[CH3:50].F[P-](F)(F)(F)(F)F.N1(O[P+](C(C)C)(C(C)C)C(C)C)C2C=CC=CC=2N=N1, predict the reaction product. (3) The product is: [Cl:27][C:23]1[C:24]([CH3:26])=[CH:25][C:20]([O:19][CH2:18][CH2:17][CH2:16][C:7]2[C:6]3[C:10](=[C:2]([C:49]4[CH:50]=[CH:51][CH:52]=[CH:53][C:48]=4[CH3:57])[CH:3]=[CH:4][CH:5]=3)[NH:9][C:8]=2[C:11]([OH:13])=[O:12])=[CH:21][C:22]=1[CH3:28]. Given the reactants Br[C:2]1[CH:3]=[CH:4][CH:5]=[C:6]2[C:10]=1[NH:9][C:8]([C:11]([O:13]CC)=[O:12])=[C:7]2[CH2:16][CH2:17][CH2:18][O:19][C:20]1[CH:25]=[C:24]([CH3:26])[C:23]([Cl:27])=[C:22]([CH3:28])[CH:21]=1.C1C=CC(P(C2C=CC=CC=2)C2C=CC=CC=2)=CC=1.[C:48]1([CH3:57])[CH:53]=[CH:52][CH:51]=[CH:50][C:49]=1B(O)O.COCCOC.CCO.O, predict the reaction product. (4) Given the reactants FC(F)(F)S(O[C:7]1[CH:19]=[C:18]2[C:10]([C:11](=[O:20])[CH2:12][C:13]3([O:17]2)[CH2:16][CH2:15][CH2:14]3)=[C:9]([OH:21])[CH:8]=1)(=O)=O.[Cl-].[Li+].[Br-].[CH:27]1([Zn+])[CH2:31][CH2:30][CH2:29][CH2:28]1.[Cl-].[NH4+], predict the reaction product. The product is: [CH:27]1([C:7]2[CH:19]=[C:18]3[C:10]([C:11](=[O:20])[CH2:12][C:13]4([O:17]3)[CH2:16][CH2:15][CH2:14]4)=[C:9]([OH:21])[CH:8]=2)[CH2:31][CH2:30][CH2:29][CH2:28]1. (5) Given the reactants [CH:1]1([CH2:7][O:8][C:9]2[CH:14]=[C:13]([O:15][CH2:16][CH2:17][O:18][CH3:19])[CH:12]=[CH:11][C:10]=2/[CH:20]=[CH:21]/[C:22]([O:24]CC)=[O:23])[CH2:6][CH2:5][CH2:4][CH2:3][CH2:2]1.[OH-].[Na+], predict the reaction product. The product is: [CH:1]1([CH2:7][O:8][C:9]2[CH:14]=[C:13]([O:15][CH2:16][CH2:17][O:18][CH3:19])[CH:12]=[CH:11][C:10]=2/[CH:20]=[CH:21]/[C:22]([OH:24])=[O:23])[CH2:2][CH2:3][CH2:4][CH2:5][CH2:6]1.